This data is from Full USPTO retrosynthesis dataset with 1.9M reactions from patents (1976-2016). The task is: Predict the reactants needed to synthesize the given product. Given the product [CH3:37][C:36]1[CH:35]=[C:34]([CH3:38])[NH:33][C:32](=[O:39])[C:31]=1[CH2:30][NH:29][C:24]([C:21]1[C:20]([CH3:27])=[C:19]([C:17]2[CH:16]=[N:15][N:14]([CH:11]3[CH2:10][CH2:9][N:8]([C:6]([O:5][C:1]([CH3:3])([CH3:4])[CH3:2])=[O:7])[CH2:13][CH2:12]3)[CH:18]=2)[S:23][CH:22]=1)=[O:25], predict the reactants needed to synthesize it. The reactants are: [C:1]([O:5][C:6]([N:8]1[CH2:13][CH2:12][CH:11]([N:14]2[CH:18]=[C:17]([C:19]3[S:23][CH:22]=[C:21]([C:24](O)=[O:25])[C:20]=3[CH3:27])[CH:16]=[N:15]2)[CH2:10][CH2:9]1)=[O:7])([CH3:4])([CH3:3])[CH3:2].Cl.[NH2:29][CH2:30][C:31]1[C:32](=[O:39])[NH:33][C:34]([CH3:38])=[CH:35][C:36]=1[CH3:37].CN1CCOCC1.C(Cl)CCl.C1C=NC2N(O)N=NC=2C=1.